Predict which catalyst facilitates the given reaction. From a dataset of Catalyst prediction with 721,799 reactions and 888 catalyst types from USPTO. (1) Reactant: [OH:1][CH2:2][C:3]12[C:11]([CH3:13])([CH3:12])[CH:8]([CH2:9][CH2:10]1)[C:6](=[O:7])[C:4]2=[O:5].[C:14]([C:18]1[CH:23]=C(C)C=C(C(C)(C)C)[C:19]=1[OH:29])(C)(C)C.C(N(CC)CC)C.C(Cl)(=O)C(C)=C. Product: [C:19]([O:1][CH2:2][C:3]12[C:11]([CH3:13])([CH3:12])[CH:8]([CH2:9][CH2:10]1)[C:6](=[O:7])[C:4]2=[O:5])(=[O:29])[C:18]([CH3:23])=[CH2:14]. The catalyst class is: 12. (2) Reactant: [NH2:1][C:2]1[C:7]([C:8](=[O:19])[C:9]2[C:14]([O:15][CH3:16])=[CH:13][CH:12]=[C:11]([F:17])[C:10]=2[F:18])=[CH:6][N:5]=[C:4]([NH:20][C@H:21]2[CH2:26][CH2:25][C@H:24]([NH:27][S:28]([CH2:31][CH2:32][CH2:33]Cl)(=[O:30])=[O:29])[CH2:23][CH2:22]2)[N:3]=1.[NH:35]1[CH2:40][CH2:39][O:38][CH2:37][CH2:36]1. Product: [NH2:1][C:2]1[C:7]([C:8](=[O:19])[C:9]2[C:14]([O:15][CH3:16])=[CH:13][CH:12]=[C:11]([F:17])[C:10]=2[F:18])=[CH:6][N:5]=[C:4]([NH:20][C@H:21]2[CH2:26][CH2:25][C@H:24]([NH:27][S:28]([CH2:31][CH2:32][CH2:33][N:35]3[CH2:40][CH2:39][O:38][CH2:37][CH2:36]3)(=[O:30])=[O:29])[CH2:23][CH2:22]2)[N:3]=1. The catalyst class is: 7. (3) Reactant: [CH2:1](Br)[C:2]1[CH:7]=[CH:6][CH:5]=[CH:4][CH:3]=1.[OH:9][C:10]1[CH:11]=[C:12]([CH:17]=[CH:18][C:19]=1[I:20])[C:13]([O:15][CH3:16])=[O:14].C(=O)([O-])[O-].[K+].[K+]. Product: [CH2:1]([O:9][C:10]1[CH:11]=[C:12]([CH:17]=[CH:18][C:19]=1[I:20])[C:13]([O:15][CH3:16])=[O:14])[C:2]1[CH:7]=[CH:6][CH:5]=[CH:4][CH:3]=1. The catalyst class is: 311. (4) Reactant: [Cl:1][C:2]1[C:7]([I:8])=[CH:6][CH:5]=[CH:4][C:3]=1[C:9]1[O:10][C:11]2[C:16]([C:17](=[O:19])[CH:18]=1)=[C:15]([O:20]C)[CH:14]=[C:13]([O:22]C)[C:12]=2[C@@H:24]1[CH2:28][CH2:27][N:26]([CH2:29]C)[C@H:25]1[CH2:31]CO.Cl.N1C=CC=CC=1.C([O-])([O-])=[O:42].[Na+].[Na+]. Product: [Cl:1][C:2]1[C:7]([I:8])=[CH:6][CH:5]=[CH:4][C:3]=1[C:9]1[O:10][C:11]2[C:16]([C:17](=[O:19])[CH:18]=1)=[C:15]([OH:20])[CH:14]=[C:13]([OH:22])[C:12]=2[C@@H:24]1[CH2:28][CH2:27][N:26]([CH3:29])[C@H:25]1[CH2:31][OH:42]. The catalyst class is: 5.